From a dataset of Forward reaction prediction with 1.9M reactions from USPTO patents (1976-2016). Predict the product of the given reaction. The product is: [Br:1][C:2]1[CH:3]=[CH:4][C:5]([C:8](=[O:16])[CH2:9][C:10]([CH3:14])([CH3:15])[C:11]([O:13][CH3:17])=[O:12])=[CH:6][CH:7]=1. Given the reactants [Br:1][C:2]1[CH:7]=[CH:6][C:5]([C:8](=[O:16])[CH2:9][C:10]([CH3:15])([CH3:14])[C:11]([OH:13])=[O:12])=[CH:4][CH:3]=1.[CH3:17]OC(OC)(C)C.Cl, predict the reaction product.